Dataset: Full USPTO retrosynthesis dataset with 1.9M reactions from patents (1976-2016). Task: Predict the reactants needed to synthesize the given product. (1) Given the product [CH2:13]([O:12][C:9]1[N:8]=[CH:7][C:6]([CH2:5][CH:4]([NH:20][C:21]([N:23]2[CH2:24][CH2:25][CH:26]([N:29]3[CH2:38][C:37]4[C:32](=[CH:33][CH:34]=[CH:35][CH:36]=4)[NH:31][C:30]3=[O:39])[CH2:27][CH2:28]2)=[O:22])[C:3]([N:53]2[CH2:54][CH2:55][CH:50]([N:44]3[CH2:49][CH2:48][CH2:47][CH2:46][CH2:45]3)[CH2:51][CH2:52]2)=[O:40])=[CH:11][CH:10]=1)[C:14]1[CH:19]=[CH:18][CH:17]=[CH:16][CH:15]=1, predict the reactants needed to synthesize it. The reactants are: CO[C:3](=[O:40])[CH:4]([NH:20][C:21]([N:23]1[CH2:28][CH2:27][CH:26]([N:29]2[CH2:38][C:37]3[C:32](=[CH:33][CH:34]=[CH:35][CH:36]=3)[NH:31][C:30]2=[O:39])[CH2:25][CH2:24]1)=[O:22])[CH2:5][C:6]1[CH:7]=[N:8][C:9]([O:12][CH2:13][C:14]2[CH:19]=[CH:18][CH:17]=[CH:16][CH:15]=2)=[CH:10][CH:11]=1.O.[OH-].[Li+].[N:44]1([CH:50]2[CH2:55][CH2:54][NH:53][CH2:52][CH2:51]2)[CH2:49][CH2:48][CH2:47][CH2:46][CH2:45]1.C(N(CC)CC)C.[PH2](Cl)=O. (2) Given the product [OH-:16].[NH4+:5].[C:18]([O:21][CH2:3][CH3:4])(=[O:19])[CH3:10].[N:9]1[CH:14]=[CH:13][CH:12]=[C:11]([C:2]2[N:7]=[CH:6][N:5]=[C:4]([NH2:8])[CH:3]=2)[CH:10]=1, predict the reactants needed to synthesize it. The reactants are: Cl[C:2]1[N:7]=[CH:6][N:5]=[C:4]([NH2:8])[CH:3]=1.[N:9]1[CH:14]=[CH:13][CH:12]=[C:11](B(O)[OH:16])[CH:10]=1.[C:18]([O-:21])([O-])=[O:19].[Na+].[Na+].CO. (3) Given the product [CH3:28][O:29][C:30]1[CH:31]=[C:32]([NH:36][CH:2]([C:22]2[CH:27]=[CH:26][CH:25]=[CH:24][CH:23]=2)[C:3]([C:5]2[C:13]3[C:8](=[CH:9][CH:10]=[CH:11][CH:12]=3)[N:7]([S:14]([CH:17]3[CH2:21][CH2:20][O:19][CH2:18]3)(=[O:16])=[O:15])[CH:6]=2)=[O:4])[CH:33]=[CH:34][CH:35]=1, predict the reactants needed to synthesize it. The reactants are: Cl[CH:2]([C:22]1[CH:27]=[CH:26][CH:25]=[CH:24][CH:23]=1)[C:3]([C:5]1[C:13]2[C:8](=[CH:9][CH:10]=[CH:11][CH:12]=2)[N:7]([S:14]([CH:17]2[CH2:21][CH2:20][O:19][CH2:18]2)(=[O:16])=[O:15])[CH:6]=1)=[O:4].[CH3:28][O:29][C:30]1[CH:35]=[CH:34][CH:33]=[C:32]([NH2:36])[CH:31]=1. (4) Given the product [CH:1]([C:4]1[N:5]=[C:6](/[CH:9]=[CH:10]/[C:11]2[CH:41]=[CH:40][N:14]3[C:15](=[O:39])[C:16](/[CH:30]=[CH:31]/[C:32]([O:34][C:35]([CH3:36])([CH3:38])[CH3:37])=[O:33])=[C:17]([N:42]4[CH2:47][CH2:46][O:45][CH2:44][CH2:43]4)[N:18]=[C:13]3[CH:12]=2)[S:7][CH:8]=1)([CH3:3])[CH3:2], predict the reactants needed to synthesize it. The reactants are: [CH:1]([C:4]1[N:5]=[C:6](/[CH:9]=[CH:10]/[C:11]2[CH:41]=[CH:40][N:14]3[C:15](=[O:39])[C:16](/[CH:30]=[CH:31]/[C:32]([O:34][C:35]([CH3:38])([CH3:37])[CH3:36])=[O:33])=[C:17](OS(C4C=CC(C)=CC=4)(=O)=O)[N:18]=[C:13]3[CH:12]=2)[S:7][CH:8]=1)([CH3:3])[CH3:2].[NH:42]1[CH2:47][CH2:46][O:45][CH2:44][CH2:43]1. (5) Given the product [CH3:25][C:22]([C:19]1[CH:20]=[CH:21][C:16]([CH2:15][C:5]2[C:4]3[C:9](=[CH:10][CH:11]=[C:2]([B:27]4[O:31][C:30]([CH3:33])([CH3:32])[C:29]([CH3:35])([CH3:34])[O:28]4)[CH:3]=3)[N:8]=[CH:7][C:6]=2[N+:12]([O-:14])=[O:13])=[CH:17][CH:18]=1)([CH3:26])[C:23]#[N:24], predict the reactants needed to synthesize it. The reactants are: Br[C:2]1[CH:3]=[C:4]2[C:9](=[CH:10][CH:11]=1)[N:8]=[CH:7][C:6]([N+:12]([O-:14])=[O:13])=[C:5]2[CH2:15][C:16]1[CH:21]=[CH:20][C:19]([C:22]([CH3:26])([CH3:25])[C:23]#[N:24])=[CH:18][CH:17]=1.[B:27]1([B:27]2[O:31][C:30]([CH3:33])([CH3:32])[C:29]([CH3:35])([CH3:34])[O:28]2)[O:31][C:30]([CH3:33])([CH3:32])[C:29]([CH3:35])([CH3:34])[O:28]1.CC([O-])=O.[K+]. (6) Given the product [Cl:1][C:2]1[CH:18]=[CH:17][CH:16]=[C:15]([F:19])[C:3]=1[C:4]([Cl:22])=[N:6][C:7]1[CH:12]=[CH:11][N:10]=[C:9]([Cl:13])[C:8]=1[F:14], predict the reactants needed to synthesize it. The reactants are: [Cl:1][C:2]1[CH:18]=[CH:17][CH:16]=[C:15]([F:19])[C:3]=1[C:4]([NH:6][C:7]1[CH:12]=[CH:11][N:10]=[C:9]([Cl:13])[C:8]=1[F:14])=O.S(Cl)([Cl:22])=O. (7) Given the product [NH2:25][C:14]1[N:13]=[C:12]([N:8]2[CH:7]([CH3:26])[CH2:6][C:5]3[C:10](=[CH:11][C:2]([C:34]4[CH:35]=[CH:36][C:31]([C:29]([NH:28][CH3:27])=[O:30])=[N:32][CH:33]=4)=[CH:3][CH:4]=3)[CH2:9]2)[CH:17]=[C:16]([N:18]2[CH2:19][CH2:20][N:21]([CH3:24])[CH2:22][CH2:23]2)[N:15]=1, predict the reactants needed to synthesize it. The reactants are: Br[C:2]1[CH:11]=[C:10]2[C:5]([CH2:6][CH:7]([CH3:26])[N:8]([C:12]3[CH:17]=[C:16]([N:18]4[CH2:23][CH2:22][N:21]([CH3:24])[CH2:20][CH2:19]4)[N:15]=[C:14]([NH2:25])[N:13]=3)[CH2:9]2)=[CH:4][CH:3]=1.[CH3:27][NH:28][C:29]([C:31]1[CH:36]=[CH:35][C:34](B2OC(C)(C)C(C)(C)O2)=[CH:33][N:32]=1)=[O:30]. (8) Given the product [OH2:20].[CH3:69][O:70][C:71]1[CH:76]=[CH:75][C:74]([C:39]2[CH:40]=[C:41]3[C:45](=[CH:46][CH:47]=2)[NH:44][N:43]=[C:42]3[C:48]([NH:50][CH2:51][CH:52]2[CH2:57][CH2:56][N:55]([CH2:58][C:59]3[O:63][C:62]([C:64]([OH:66])=[O:65])=[CH:61][CH:60]=3)[CH2:54][CH2:53]2)=[O:49])=[CH:73][CH:72]=1, predict the reactants needed to synthesize it. The reactants are: O.FC1C(F)=CC=CC=1C1C=C2C(=CC=1)NN=C2C(NCC1CCN(CC2OC=C(C(O)=O)N=2)CC1)=[O:20].Br[C:39]1[CH:40]=[C:41]2[C:45](=[CH:46][CH:47]=1)[NH:44][N:43]=[C:42]2[C:48]([NH:50][CH2:51][CH:52]1[CH2:57][CH2:56][N:55]([CH2:58][C:59]2[O:63][C:62]([C:64]([O:66]CC)=[O:65])=[CH:61][CH:60]=2)[CH2:54][CH2:53]1)=[O:49].[CH3:69][O:70][C:71]1[CH:76]=[CH:75][C:74](B(O)O)=[CH:73][CH:72]=1. (9) Given the product [Cl:1][C:2]1[CH:33]=[CH:32][C:31]([Cl:34])=[CH:30][C:3]=1[O:4][C:5]1[CH:10]=[CH:9][C:8]([N+:11]([O-:13])=[O:12])=[CH:7][C:6]=1[S:14]([N:17]1[CH2:22][CH2:21][NH:20][CH2:19][CH2:18]1)(=[O:16])=[O:15], predict the reactants needed to synthesize it. The reactants are: [Cl:1][C:2]1[CH:33]=[CH:32][C:31]([Cl:34])=[CH:30][C:3]=1[O:4][C:5]1[CH:10]=[CH:9][C:8]([N+:11]([O-:13])=[O:12])=[CH:7][C:6]=1[S:14]([N:17]1[CH2:22][CH2:21][N:20](C(OC(C)(C)C)=O)[CH2:19][CH2:18]1)(=[O:16])=[O:15].Cl.CCOC(C)=O. (10) Given the product [F:37][C:35]1[C:34]([F:38])=[CH:33][C:31]2[NH:32][C:28]([N:16]3[CH2:17][CH2:18][C:11]4[N:10]=[C:9]([S:19][CH2:20][C:21]5[CH:22]=[CH:23][CH:24]=[CH:25][CH:26]=5)[N:8]([C:2]5[CH:7]=[CH:6][CH:5]=[CH:4][CH:3]=5)[C:13](=[O:14])[C:12]=4[CH2:15]3)=[N:29][C:30]=2[CH:36]=1, predict the reactants needed to synthesize it. The reactants are: Cl.[C:2]1([N:8]2[C:13](=[O:14])[C:12]3[CH2:15][NH:16][CH2:17][CH2:18][C:11]=3[N:10]=[C:9]2[S:19][CH2:20][C:21]2[CH:26]=[CH:25][CH:24]=[CH:23][CH:22]=2)[CH:7]=[CH:6][CH:5]=[CH:4][CH:3]=1.Cl[C:28]1[NH:29][C:30]2[CH:36]=[C:35]([F:37])[C:34]([F:38])=[CH:33][C:31]=2[N:32]=1.C(N(C(C)C)CC)(C)C.